Dataset: Catalyst prediction with 721,799 reactions and 888 catalyst types from USPTO. Task: Predict which catalyst facilitates the given reaction. (1) Reactant: C(OC([N:8]1[CH2:13][C:12](=[O:14])[N:11]([C:15]2[CH:20]=[CH:19][C:18]([O:21][CH2:22][CH2:23][CH2:24][O:25][CH2:26][C:27]3[CH:32]=[CH:31][CH:30]=[CH:29][C:28]=3[O:33][CH3:34])=[CH:17][CH:16]=2)[C@@H:10]([CH2:35][O:36][C:37]([C:39]2[CH:48]=[CH:47][C:46]3[C:41](=[CH:42][CH:43]=[CH:44][CH:45]=3)[CH:40]=2)=[O:38])[CH2:9]1)=O)(C)(C)C.C(Cl)(=O)C. Product: [CH3:34][O:33][C:28]1[CH:29]=[CH:30][CH:31]=[CH:32][C:27]=1[CH2:26][O:25][CH2:24][CH2:23][CH2:22][O:21][C:18]1[CH:17]=[CH:16][C:15]([N:11]2[C:12](=[O:14])[CH2:13][NH:8][CH2:9][C@@H:10]2[CH2:35][O:36][C:37]([C:39]2[CH:48]=[CH:47][C:46]3[C:41](=[CH:42][CH:43]=[CH:44][CH:45]=3)[CH:40]=2)=[O:38])=[CH:20][CH:19]=1. The catalyst class is: 5. (2) Reactant: Br[C:2]1[CH:7]=[C:6]([Cl:8])[CH:5]=[CH:4][C:3]=1[CH:9]([NH:11][C:12]1[CH:17]=[CH:16][C:15]([C:18]2[CH:23]=[CH:22][C:21]([Cl:24])=[CH:20][CH:19]=2)=[CH:14][CH:13]=1)[CH3:10].[CH2:25]([O:27][C:28]([C:30]1[CH:35]=[CH:34][C:33](B(O)O)=[CH:32][CH:31]=1)=[O:29])[CH3:26].C([O-])([O-])=O.[K+].[K+]. Product: [Cl:8][C:6]1[CH:5]=[CH:4][C:3]([CH:9]([NH:11][C:12]2[CH:17]=[CH:16][C:15]([C:18]3[CH:23]=[CH:22][C:21]([Cl:24])=[CH:20][CH:19]=3)=[CH:14][CH:13]=2)[CH3:10])=[C:2]([C:33]2[CH:34]=[CH:35][C:30]([C:28]([O:27][CH2:25][CH3:26])=[O:29])=[CH:31][CH:32]=2)[CH:7]=1. The catalyst class is: 3. (3) Reactant: [CH2:1]([O:8][CH2:9][C@H:10]([C@H:19]([C@@H:19]([C@@H:10]([CH2:9][O:8][CH2:1][C:2]1[CH:3]=[CH:4][CH:5]=[CH:6][CH:7]=1)[O:11][CH2:12][C:13]1[CH:18]=[CH:17][CH:16]=[CH:15][CH:14]=1)[OH:20])[OH:20])[O:11][CH2:12][C:13]1[CH:18]=[CH:17][CH:16]=[CH:15][CH:14]=1)[C:2]1[CH:7]=[CH:6][CH:5]=[CH:4][CH:3]=1.C([O-])(=O)C.C([O-])(=O)C.C([O-])(=O)C.C([O-])(=O)C.[Pb+4]. Product: [CH2:12]([O:11][C@H:10]([CH2:9][O:8][CH2:1][C:2]1[CH:3]=[CH:4][CH:5]=[CH:6][CH:7]=1)[CH:19]=[O:20])[C:13]1[CH:14]=[CH:15][CH:16]=[CH:17][CH:18]=1. The catalyst class is: 11. (4) The catalyst class is: 95. Product: [OH2:12].[C:1]([C:5]1[CH:6]=[CH:7][C:8]([CH2:9][N:10]([CH2:20][C:21]2[CH:22]=[C:23]([CH:29]=[CH:30][CH:31]=2)[O:24][CH2:25][C:26]([OH:28])=[O:27])[S:11]([C:14]2[CH:15]=[N:16][CH:17]=[CH:18][CH:19]=2)(=[O:12])=[O:13])=[CH:32][CH:33]=1)([CH3:4])([CH3:2])[CH3:3].[C:1]([C:5]1[CH:6]=[CH:7][C:8]([CH2:9][N:10]([CH2:20][C:21]2[CH:22]=[C:23]([CH:29]=[CH:30][CH:31]=2)[O:24][CH2:25][C:26]([OH:28])=[O:27])[S:11]([C:14]2[CH:15]=[N:16][CH:17]=[CH:18][CH:19]=2)(=[O:12])=[O:13])=[CH:32][CH:33]=1)([CH3:4])([CH3:2])[CH3:3]. Reactant: [C:1]([C:5]1[CH:33]=[CH:32][C:8]([CH2:9][N:10]([CH2:20][C:21]2[CH:22]=[C:23]([CH:29]=[CH:30][CH:31]=2)[O:24][CH2:25][C:26]([OH:28])=[O:27])[S:11]([C:14]2[CH:15]=[N:16][CH:17]=[CH:18][CH:19]=2)(=[O:13])=[O:12])=[CH:7][CH:6]=1)([CH3:4])([CH3:3])[CH3:2].CO.[OH-].[Na+].